From a dataset of Forward reaction prediction with 1.9M reactions from USPTO patents (1976-2016). Predict the product of the given reaction. (1) Given the reactants [NH2:1][C:2]1[CH:30]=[CH:29][C:5]([CH2:6][C@H:7]([N:10]([CH2:18][C@@H:19]([OH:28])[CH2:20][O:21][C:22]2[CH:27]=[CH:26][CH:25]=[CH:24][CH:23]=2)[C:11](=[O:17])[O:12][C:13]([CH3:16])([CH3:15])[CH3:14])[CH2:8][OH:9])=[CH:4][CH:3]=1.[CH3:31]/[C:32](/O[Si](C)(C)C)=N\[Si](C)(C)C.[N-]=[C:44]=[O:45].N[C:47](N)=O.[CH:50]([N:53]([CH2:57][CH3:58])[CH:54]([CH3:56])[CH3:55])(C)C.FC(F)(F)C(O)=O, predict the reaction product. The product is: [OH:9][CH2:8][C@@H:7]([N:10]([CH2:18][C@H:19]([OH:28])[CH2:20][O:21][C:22]1[CH:23]=[CH:24][CH:25]=[CH:26][CH:27]=1)[C:11](=[O:17])[O:12][C:13]([CH3:16])([CH3:15])[CH3:14])[CH2:6][C:5]1[CH:4]=[CH:3][C:2]([NH:1][C:44]([C:58]2[C:56]3[C:54](=[CH:55][CH:47]=[CH:32][CH:31]=3)[N:53]([CH3:50])[CH:57]=2)=[O:45])=[CH:30][CH:29]=1. (2) Given the reactants C([O:3][C:4]([C:6]1([NH:15][C:16](=[O:30])[C:17]2[CH:22]=[CH:21][CH:20]=[C:19]([CH3:23])[C:18]=2[C:24]([CH2:28][CH3:29])=[CH:25][CH2:26][CH3:27])[CH2:14][C:13]2[C:8](=[CH:9][CH:10]=[CH:11][CH:12]=2)[CH2:7]1)=[O:5])C.[OH-].[K+].O, predict the reaction product. The product is: [CH2:28]([C:24]([C:18]1[C:19]([CH3:23])=[CH:20][CH:21]=[CH:22][C:17]=1[C:16]([NH:15][C:6]1([C:4]([OH:5])=[O:3])[CH2:14][C:13]2[C:8](=[CH:9][CH:10]=[CH:11][CH:12]=2)[CH2:7]1)=[O:30])=[CH:25][CH2:26][CH3:27])[CH3:29]. (3) Given the reactants [CH:1]1([C:4]2[C:5]([O:30][CH2:31][C:32]([F:35])([F:34])[F:33])=[CH:6][C:7]([C:10]([NH:12][C:13]([C:24]3[N:28]=[C:27]([CH3:29])[O:26][N:25]=3)([CH3:23])[CH2:14][O:15]CC3C=CC=CC=3)=[O:11])=[N:8][CH:9]=2)[CH2:3][CH2:2]1.B(Br)(Br)Br, predict the reaction product. The product is: [CH:1]1([C:4]2[C:5]([O:30][CH2:31][C:32]([F:33])([F:35])[F:34])=[CH:6][C:7]([C:10]([NH:12][C:13]([C:24]3[N:28]=[C:27]([CH3:29])[O:26][N:25]=3)([CH3:23])[CH2:14][OH:15])=[O:11])=[N:8][CH:9]=2)[CH2:3][CH2:2]1. (4) Given the reactants N1C2C=CC=CC=2N=C1C1CCN(CCC2OC(=O)C(CC)(CC)C2)CC1.[CH3:28][O:29][C:30]1[CH:31]=[C:32]([N:36]2[CH2:41][CH2:40][NH:39][CH2:38][CH2:37]2)[CH:33]=[CH:34][CH:35]=1.N1(C2C=CC=CC=2C#N)CCNCC1.CC1C=CC(S(O[CH2:67][CH2:68][CH:69]2[CH2:73][C:72]3([CH2:78][CH2:77][CH2:76][CH2:75][CH2:74]3)[C:71](=[O:79])[O:70]2)(=O)=O)=CC=1.CC1C=CC(S([O-])(=O)=O)=CC=1, predict the reaction product. The product is: [CH3:28][O:29][C:30]1[CH:31]=[C:32]([N:36]2[CH2:41][CH2:40][N:39]([CH2:67][CH2:68][CH:69]3[CH2:73][C:72]4([CH2:74][CH2:75][CH2:76][CH2:77][CH2:78]4)[C:71](=[O:79])[O:70]3)[CH2:38][CH2:37]2)[CH:33]=[CH:34][CH:35]=1. (5) Given the reactants [CH3:1][C:2]1[CH:7]=[CH:6][C:5]([S:8]([O:11][CH2:12][CH:13]2[CH2:17][C:16]3[CH:18]=[CH:19][CH:20]=[C:21](Br)[C:15]=3[O:14]2)(=[O:10])=[O:9])=[CH:4][CH:3]=1.[Cl:23][C:24]1[CH:25]=[CH:26][C:27]([O:33][CH3:34])=[C:28](B(O)O)[CH:29]=1, predict the reaction product. The product is: [CH3:1][C:2]1[CH:7]=[CH:6][C:5]([S:8]([O:11][CH2:12][CH:13]2[CH2:17][C:16]3[CH:18]=[CH:19][CH:20]=[C:21]([C:26]4[CH:25]=[C:24]([Cl:23])[CH:29]=[CH:28][C:27]=4[O:33][CH3:34])[C:15]=3[O:14]2)(=[O:10])=[O:9])=[CH:4][CH:3]=1. (6) Given the reactants [I:1][C:2]1[C:3]([O:23][CH3:24])=[CH:4][C:5]([CH:20]([CH3:22])[CH3:21])=[C:6]([CH:19]=1)[O:7][C:8](=[CH:11]NC1C=CC=CC=1)[C:9]#[N:10].C(=O)(O)O.[NH2:29][C:30]([NH2:32])=[NH:31].CN(C=O)C.C(OCC)(=O)C, predict the reaction product. The product is: [I:1][C:2]1[C:3]([O:23][CH3:24])=[CH:4][C:5]([CH:20]([CH3:22])[CH3:21])=[C:6]([CH:19]=1)[O:7][C:8]1[C:9]([NH2:10])=[N:31][C:30]([NH2:32])=[N:29][CH:11]=1. (7) Given the reactants [NH2:1][CH:2]1[CH2:7][CH2:6][N:5]([CH2:8][CH:9]2[C:19]3[C:20]4[N:11]([C:12](=[O:22])[CH:13]=[N:14][C:15]=4[CH:16]=[CH:17][C:18]=3[F:21])[CH2:10]2)[CH2:4][CH2:3]1.[CH:23]([C:25]1[N:41]=[CH:40][C:28]2[O:29][CH2:30][CH2:31][N:32]([C:33]([O:35][C:36]([CH3:39])([CH3:38])[CH3:37])=[O:34])[C:27]=2[CH:26]=1)=O.C(O[BH-](OC(=O)C)OC(=O)C)(=O)C.[Na+], predict the reaction product. The product is: [F:21][C:18]1[CH:17]=[CH:16][C:15]2[N:14]=[CH:13][C:12](=[O:22])[N:11]3[CH2:10][CH:9]([CH2:8][N:5]4[CH2:4][CH2:3][CH:2]([NH:1][CH2:23][C:25]5[N:41]=[CH:40][C:28]6[O:29][CH2:30][CH2:31][N:32]([C:33]([O:35][C:36]([CH3:37])([CH3:39])[CH3:38])=[O:34])[C:27]=6[CH:26]=5)[CH2:7][CH2:6]4)[C:19]=1[C:20]=23.